This data is from Forward reaction prediction with 1.9M reactions from USPTO patents (1976-2016). The task is: Predict the product of the given reaction. (1) Given the reactants [Br:1][C:2]1[N:3]=[C:4]2[C:10]([C:11]([OH:13])=O)=[CH:9][N:8]([CH2:14][O:15][CH2:16][CH2:17][Si:18]([CH3:21])([CH3:20])[CH3:19])[C:5]2=[N:6][CH:7]=1.FC(F)(F)C(O)=O.[NH2:29][C@H:30]([C:41]([CH3:44])([CH3:43])[CH3:42])[C:31]([N:33]1[CH2:38][CH2:37][CH:36]([C:39]#[N:40])[CH2:35][CH2:34]1)=[O:32].C(Cl)CCl.C1C=CC2N(O)N=NC=2C=1.CCN(C(C)C)C(C)C, predict the reaction product. The product is: [C:39]([CH:36]1[CH2:37][CH2:38][N:33]([C:31]([C@H:30]([NH:29][C:11]([C:10]2[C:4]3[C:5](=[N:6][CH:7]=[C:2]([Br:1])[N:3]=3)[N:8]([CH2:14][O:15][CH2:16][CH2:17][Si:18]([CH3:21])([CH3:20])[CH3:19])[CH:9]=2)=[O:13])[C:41]([CH3:43])([CH3:42])[CH3:44])=[O:32])[CH2:34][CH2:35]1)#[N:40]. (2) Given the reactants [Cl:1][C:2]1[CH:7]=[CH:6][CH:5]=[CH:4][C:3]=1[OH:8].Cl[C:10]1[C:19]2[C:14](=[CH:15][C:16]([O:20][CH3:21])=[CH:17][CH:18]=2)[CH:13]=[C:12]([NH:22][C:23]2[CH:27]=[C:26]([CH3:28])[NH:25][N:24]=2)[N:11]=1, predict the reaction product. The product is: [Cl:1][C:2]1[CH:7]=[CH:6][CH:5]=[CH:4][C:3]=1[O:8][C:10]1[C:19]2[C:14](=[CH:15][C:16]([O:20][CH3:21])=[CH:17][CH:18]=2)[CH:13]=[C:12]([NH:22][C:23]2[CH:27]=[C:26]([CH3:28])[NH:25][N:24]=2)[N:11]=1. (3) Given the reactants [OH:1][C:2]1[CH:11]=[C:10]2[C:5]([CH:6]=[CH:7][C:8](=[O:12])[O:9]2)=[CH:4][CH:3]=1.[CH2:13]([OH:15])[CH3:14].[C:29]1(P([C:29]2[CH:34]=[CH:33][CH:32]=[CH:31][CH:30]=2)[C:29]2[CH:34]=[CH:33][CH:32]=[CH:31][CH:30]=2)[CH:34]=[CH:33][CH:32]=[CH:31][CH:30]=1.[N:35]([C:42]([O:44][CH2:45][CH3:46])=O)=[N:35][C:42]([O:44][CH2:45][CH3:46])=O.O1C[CH2:50][CH2:49][CH2:48]1, predict the reaction product. The product is: [CH2:13]([O:15][C:8](=[O:12])[CH:7]=[CH:6][C:5]1[CH:4]=[CH:3][C:2]([O:1][CH2:48][CH2:49][C:50]2[N:35]=[C:42]([C:29]3[CH:30]=[CH:31][CH:32]=[CH:33][CH:34]=3)[O:44][C:45]=2[CH3:46])=[CH:11][C:10]=1[OH:9])[CH3:14]. (4) Given the reactants [CH3:1][N:2]1[CH:6]=[C:5]([C:7]2[N:12]=[C:11]([C:13]3[CH:14]=[N:15][N:16]([C:18]4([CH2:29][C:30]#[N:31])[CH2:21][N:20]([S:22]([C:25]([F:28])([F:27])[F:26])(=[O:24])=[O:23])[CH2:19]4)[CH:17]=3)[N:10]3[CH:32]=[CH:33][N:34]=[C:9]3[CH:8]=2)[CH:4]=[N:3]1.[B-](F)(F)(F)[F:36].[B-](F)(F)(F)F.C1[N+]2(CCl)CC[N+](F)(CC2)C1.C(O)(=O)C, predict the reaction product. The product is: [F:36][C:32]1[N:10]2[C:11]([C:13]3[CH:14]=[N:15][N:16]([C:18]4([CH2:29][C:30]#[N:31])[CH2:21][N:20]([S:22]([C:25]([F:28])([F:26])[F:27])(=[O:24])=[O:23])[CH2:19]4)[CH:17]=3)=[N:12][C:7]([C:5]3[CH:4]=[N:3][N:2]([CH3:1])[CH:6]=3)=[CH:8][C:9]2=[N:34][CH:33]=1. (5) Given the reactants [C:1]([C:3]1([C:10]2[CH:15]=[CH:14][CH:13]=[CH:12][CH:11]=2)[CH2:8][CH2:7][C:6](=[O:9])[CH2:5][CH2:4]1)#[N:2].Br[CH2:17]/[CH:18]=[CH:19]/[C:20]1[CH:25]=[CH:24][CH:23]=[CH:22][CH:21]=1.CI, predict the reaction product. The product is: [C:10]1([C:3]2([CH2:1][NH2:2])[CH2:4][CH2:5][CH:6]([O:9][CH2:17]/[CH:18]=[CH:19]/[C:20]3[CH:25]=[CH:24][CH:23]=[CH:22][CH:21]=3)[CH2:7][CH2:8]2)[CH:11]=[CH:12][CH:13]=[CH:14][CH:15]=1.